This data is from Peptide-MHC class I binding affinity with 185,985 pairs from IEDB/IMGT. The task is: Regression. Given a peptide amino acid sequence and an MHC pseudo amino acid sequence, predict their binding affinity value. This is MHC class I binding data. (1) The peptide sequence is ETPGRLLGEV. The MHC is Mamu-A01 with pseudo-sequence Mamu-A01. The binding affinity (normalized) is 0.142. (2) The peptide sequence is YPLHEQYGM. The MHC is HLA-B08:01 with pseudo-sequence HLA-B08:01. The binding affinity (normalized) is 0.418. (3) The peptide sequence is ITDRLFFK. The MHC is HLA-A11:01 with pseudo-sequence HLA-A11:01. The binding affinity (normalized) is 0.522. (4) The peptide sequence is LSDAARLFL. The MHC is HLA-A02:01 with pseudo-sequence HLA-A02:01. The binding affinity (normalized) is 0.0847. (5) The peptide sequence is VQQESSFVM. The MHC is HLA-A69:01 with pseudo-sequence HLA-A69:01. The binding affinity (normalized) is 0.0847.